Dataset: Full USPTO retrosynthesis dataset with 1.9M reactions from patents (1976-2016). Task: Predict the reactants needed to synthesize the given product. (1) Given the product [F:44][C:42]([F:43])([F:45])[C:40]1[CH:39]=[C:5]([CH:4]=[C:3]([C:2]([F:47])([F:46])[F:1])[CH:41]=1)[CH2:6][N:7]([CH2:14][C:15]1[CH:20]=[C:19]([C:21]([F:22])([F:23])[F:24])[CH:18]=[CH:17][C:16]=1[CH:25]([N:28]1[CH2:33][CH2:32][C:31]([F:38])([C:34]([OH:36])=[O:35])[CH2:30][CH2:29]1)[CH2:26][CH3:27])[C:8]1[N:9]=[N:10][N:11]([CH3:13])[N:12]=1, predict the reactants needed to synthesize it. The reactants are: [F:1][C:2]([F:47])([F:46])[C:3]1[CH:4]=[C:5]([CH:39]=[C:40]([C:42]([F:45])([F:44])[F:43])[CH:41]=1)[CH2:6][N:7]([CH2:14][C:15]1[CH:20]=[C:19]([C:21]([F:24])([F:23])[F:22])[CH:18]=[CH:17][C:16]=1[CH:25]([N:28]1[CH2:33][CH2:32][C:31]([F:38])([C:34]([O:36]C)=[O:35])[CH2:30][CH2:29]1)[CH2:26][CH3:27])[C:8]1[N:9]=[N:10][N:11]([CH3:13])[N:12]=1.[OH-].[Na+]. (2) Given the product [Cl:1][C:2]1[CH:7]=[CH:6][CH:5]=[CH:4][C:3]=1[CH:8]([CH:10]1[CH2:15][CH2:14][O:13][CH2:12][CH2:11]1)[N:38]1[C:46]2[CH:45]=[C:44]([C:47]([O:49][CH3:50])=[O:48])[CH:43]=[CH:42][C:41]=2[C:40]2[N:51]=[CH:52][C:53]([C:55]3[N:59]([CH3:60])[N:58]=[N:57][C:56]=3[CH3:61])=[CH:54][C:39]1=2, predict the reactants needed to synthesize it. The reactants are: [Cl:1][C:2]1[CH:7]=[CH:6][CH:5]=[CH:4][C:3]=1[CH:8]([CH:10]1[CH2:15][CH2:14][O:13][CH2:12][CH2:11]1)O.O.C(#N)C.C(O)(C(F)(F)F)=O.C1(CC([N:38]2[C:46]3[CH:45]=[C:44]([C:47]([O:49][CH3:50])=[O:48])[CH:43]=[CH:42][C:41]=3[C:40]3[N:51]=[CH:52][C:53]([C:55]4[N:59]([CH3:60])[N:58]=[N:57][C:56]=4[CH3:61])=[CH:54][C:39]2=3)C2CCOCC2)CC1. (3) Given the product [CH3:74][O:75][C:55]([CH:54]1[CH2:53][C:52]2[C:47](=[CH:48][CH:49]=[CH:50][CH:51]=2)[CH2:46][NH:45]1)=[O:56], predict the reactants needed to synthesize it. The reactants are: C(OC(=O)NC1C=C(OCCCOC2C=C(N)C(C([N:45]3[CH:54]([CH2:55][OH:56])[CH2:53][C:52]4[C:47](=[CH:48][CH:49]=[CH:50][CH:51]=4)[CH2:46]3)=O)=CC=2OC)C(OC)=CC=1C([N:45]1[CH:54]([CH2:55][OH:56])[CH2:53][C:52]2[C:47](=[CH:48][CH:49]=[CH:50][CH:51]=2)[CH2:46]1)=O)C=C.N1C=CN=C1.C([Si](Cl)(C)C)(C)(C)C.CN([CH:74]=[O:75])C. (4) Given the product [CH2:1]([NH2:19])[CH2:2][CH2:3][CH2:4][CH2:5][CH2:6][CH2:7][CH2:8][CH2:9][CH2:10][CH2:11][CH2:12][CH2:13][CH2:14][CH2:15][CH2:16][CH2:17][CH3:18], predict the reactants needed to synthesize it. The reactants are: [CH2:1]([NH2:19])[CH2:2][CH2:3][CH2:4][CH2:5][CH2:6][CH2:7][CH2:8]/[CH:9]=[CH:10]\[CH2:11][CH2:12][CH2:13][CH2:14][CH2:15][CH2:16][CH2:17][CH3:18].[H][H].